The task is: Predict the product of the given reaction.. This data is from Forward reaction prediction with 1.9M reactions from USPTO patents (1976-2016). (1) Given the reactants [CH3:1][N:2]1[CH:6]=[C:5](B2OC(C)(C)C(C)(C)O2)[CH:4]=[N:3]1.Cl[C:17]1[CH:18]=[C:19]([C:32]2[N:37]=[C:36]([CH3:38])[N:35]=[C:34]([N:39]([CH2:49][C:50]3[CH:55]=[CH:54][C:53]([O:56][CH3:57])=[CH:52][CH:51]=3)[CH2:40][C:41]3[CH:46]=[CH:45][C:44]([O:47][CH3:48])=[CH:43][CH:42]=3)[N:33]=2)[C:20]([NH:23][C:24]2[CH:25]=[N:26][C:27]([O:30][CH3:31])=[CH:28][CH:29]=2)=[N:21][CH:22]=1.C(=O)([O-])[O-].[Na+].[Na+].[OH-].[Na+], predict the reaction product. The product is: [CH3:48][O:47][C:44]1[CH:43]=[CH:42][C:41]([CH2:40][N:39]([CH2:49][C:50]2[CH:51]=[CH:52][C:53]([O:56][CH3:57])=[CH:54][CH:55]=2)[C:34]2[N:33]=[C:32]([C:19]3[C:20]([NH:23][C:24]4[CH:25]=[N:26][C:27]([O:30][CH3:31])=[CH:28][CH:29]=4)=[N:21][CH:22]=[C:17]([C:5]4[CH:4]=[N:3][N:2]([CH3:1])[CH:6]=4)[CH:18]=3)[N:37]=[C:36]([CH3:38])[N:35]=2)=[CH:46][CH:45]=1. (2) Given the reactants [C:1]([N:5]1[C:9]([C:10]2[CH:15]=[CH:14][C:13]([F:16])=[CH:12][CH:11]=2)=[CH:8][C:7]([CH2:17][CH2:18][CH:19]=O)=[N:6]1)([CH3:4])([CH3:3])[CH3:2].[Cl:21][C:22]1[CH:27]=[CH:26][C:25]([N:28]2[CH2:33][CH2:32][NH:31][CH2:30][CH2:29]2)=[CH:24][CH:23]=1.CCN(C(C)C)C(C)C.[BH-](OC(C)=O)(OC(C)=O)OC(C)=O.[Na+], predict the reaction product. The product is: [C:1]([N:5]1[C:9]([C:10]2[CH:15]=[CH:14][C:13]([F:16])=[CH:12][CH:11]=2)=[CH:8][C:7]([CH2:17][CH2:18][CH2:19][N:31]2[CH2:30][CH2:29][N:28]([C:25]3[CH:24]=[CH:23][C:22]([Cl:21])=[CH:27][CH:26]=3)[CH2:33][CH2:32]2)=[N:6]1)([CH3:4])([CH3:3])[CH3:2]. (3) Given the reactants FC(F)(F)C(O)=O.[C:8]1([C:14]2[CH:19]=[C:18]([CH:20]3[CH2:25][CH2:24][NH:23][CH2:22][CH2:21]3)[CH:17]=[CH:16][C:15]=2[NH:26][C:27]([C:29]2[NH:30][CH:31]=[C:32]([C:34]#[N:35])[N:33]=2)=[O:28])[CH2:13][CH2:12][CH2:11][CH2:10][CH:9]=1.CCN(CC)CC.C[Si]([N:47]=[C:48]=[O:49])(C)C, predict the reaction product. The product is: [C:34]([C:32]1[N:33]=[C:29]([C:27]([NH:26][C:15]2[CH:16]=[CH:17][C:18]([CH:20]3[CH2:21][CH2:22][N:23]([C:48]([NH2:47])=[O:49])[CH2:24][CH2:25]3)=[CH:19][C:14]=2[C:8]2[CH2:13][CH2:12][CH2:11][CH2:10][CH:9]=2)=[O:28])[NH:30][CH:31]=1)#[N:35]. (4) Given the reactants [C:1]1([CH2:7][O:8][C:9]2[CH:10]=[C:11]3[C:15](=[CH:16][CH:17]=2)[N:14]([C:18]([O:20][C:21]([CH3:24])([CH3:23])[CH3:22])=[O:19])[CH:13]=[CH:12]3)[CH:6]=[CH:5][CH:4]=[CH:3][CH:2]=1.[B:25](OC(C)C)([O:30]C(C)C)[O:26]C(C)C.C([N-]C(C)C)(C)C.[Li+].Cl, predict the reaction product. The product is: [CH3:22][C:21]([O:20][C:18]([N:14]1[C:15]2[C:11](=[CH:10][C:9]([O:8][CH2:7][C:1]3[CH:6]=[CH:5][CH:4]=[CH:3][CH:2]=3)=[CH:17][CH:16]=2)[CH:12]=[C:13]1[B:25]([OH:30])[OH:26])=[O:19])([CH3:24])[CH3:23]. (5) Given the reactants [N:1]1([CH2:6][C:7]2[S:11][C:10]([C:12]3[CH:17]=[C:16]([O:18][C:19]([F:22])([F:21])[F:20])[CH:15]=[CH:14][C:13]=3[S:23]([NH:26]C(C)(C)C)(=[O:25])=[O:24])=[N:9][CH:8]=2)[CH:5]=[CH:4][N:3]=[CH:2]1.C([O-])(O)=O.[Na+], predict the reaction product. The product is: [N:1]1([CH2:6][C:7]2[S:11][C:10]([C:12]3[CH:17]=[C:16]([O:18][C:19]([F:21])([F:22])[F:20])[CH:15]=[CH:14][C:13]=3[S:23]([NH2:26])(=[O:24])=[O:25])=[N:9][CH:8]=2)[CH:5]=[CH:4][N:3]=[CH:2]1. (6) Given the reactants [NH2:1][C:2]1[N:7]=[CH:6][C:5](Br)=[CH:4][N:3]=1.[S:9]1[CH:13]=[CH:12][C:11](B(O)O)=[CH:10]1.C(=O)([O-])[O-].[K+].[K+].CN(C)C=O, predict the reaction product. The product is: [S:9]1[CH:13]=[CH:12][C:11]([C:5]2[CH:4]=[N:3][C:2]([NH2:1])=[N:7][CH:6]=2)=[CH:10]1. (7) Given the reactants [Cl:1][C:2]1[CH:3]=[C:4]([CH2:9][CH2:10][CH2:11][N:12]([O:24][CH3:25])[C:13](=[O:23])[CH:14]=[C:15]2[C:19](=[O:20])OC(C)(C)[O:16]2)[CH:5]=[CH:6][C:7]=1[Cl:8].C=O.[CH3:28][NH2:29].[CH3:30]O, predict the reaction product. The product is: [Cl:1][C:2]1[CH:3]=[C:4]([CH2:9][CH2:10][CH2:11][N:12]([O:24][CH3:25])[C:13]([C:14]2[CH2:28][N:29]([CH3:30])[C:19](=[O:20])[C:15]=2[OH:16])=[O:23])[CH:5]=[CH:6][C:7]=1[Cl:8]. (8) Given the reactants I[C:2]1[C:11]([I:12])=[CH:10][C:5]2[O:6][CH2:7][CH2:8][O:9][C:4]=2[CH:3]=1.CC1C=CC2C=CC3C=CC(C)=NC=3C=2N=1.O.CC([O-])(C)C.[Na+].FC1C=CC(I)=C([S:43][C:44]2[N:45]([CH2:54][C:55]3[CH:60]=[CH:59][C:58]([O:61][CH3:62])=[CH:57][CH:56]=3)[C:46]3[CH:51]=[CH:50][N:49]=[C:48]([NH2:52])[C:47]=3[N:53]=2)C=1, predict the reaction product. The product is: [I:12][C:11]1[C:2]([S:43][C:44]2[N:45]([CH2:54][C:55]3[CH:60]=[CH:59][C:58]([O:61][CH3:62])=[CH:57][CH:56]=3)[C:46]3[CH:51]=[CH:50][N:49]=[C:48]([NH2:52])[C:47]=3[N:53]=2)=[CH:3][C:4]2[O:9][CH2:8][CH2:7][O:6][C:5]=2[CH:10]=1. (9) Given the reactants [C:1]([N:5]1[C:9]([NH:10][CH:11]=O)=[C:8]([C:13]#[N:14])[C:7]([C:15]#[N:16])=[N:6]1)([CH3:4])([CH3:3])[CH3:2].[NH3:17], predict the reaction product. The product is: [NH2:14][C:13]1[N:17]=[CH:11][N:10]=[C:9]2[N:5]([C:1]([CH3:4])([CH3:3])[CH3:2])[N:6]=[C:7]([C:15]#[N:16])[C:8]=12. (10) Given the reactants C([O:3][C:4](=[O:20])[C@@H:5]([O:18][CH3:19])[CH2:6][C:7]1[CH:12]=[CH:11][C:10]([O:13][CH2:14][CH2:15][CH2:16]Br)=[CH:9][CH:8]=1)C.[CH3:21][O:22][C:23]1[CH:28]=[CH:27][CH:26]=[CH:25][C:24]=1[OH:29].CO[C@@H](CC1C=CC(OCCCOC2C=CC=CC=2)=CC=1)C(O)=O, predict the reaction product. The product is: [CH3:19][O:18][C@@H:5]([CH2:6][C:7]1[CH:8]=[CH:9][C:10]([O:13][CH2:14][CH2:15][CH2:16][O:29][C:24]2[CH:25]=[CH:26][CH:27]=[CH:28][C:23]=2[O:22][CH3:21])=[CH:11][CH:12]=1)[C:4]([OH:3])=[O:20].